Dataset: Full USPTO retrosynthesis dataset with 1.9M reactions from patents (1976-2016). Task: Predict the reactants needed to synthesize the given product. Given the product [F:1][C:2]1[CH:3]=[C:4]([CH:5]=[CH:6][C:7]=1[F:8])[O:9][C:11]1[CH:18]=[CH:17][C:14]([CH:15]=[O:16])=[CH:13][CH:12]=1, predict the reactants needed to synthesize it. The reactants are: [F:1][C:2]1[CH:3]=[C:4]([OH:9])[CH:5]=[CH:6][C:7]=1[F:8].F[C:11]1[CH:18]=[CH:17][C:14]([CH:15]=[O:16])=[CH:13][CH:12]=1.